Dataset: hERG potassium channel inhibition data for cardiac toxicity prediction from Karim et al.. Task: Regression/Classification. Given a drug SMILES string, predict its toxicity properties. Task type varies by dataset: regression for continuous values (e.g., LD50, hERG inhibition percentage) or binary classification for toxic/non-toxic outcomes (e.g., AMES mutagenicity, cardiotoxicity, hepatotoxicity). Dataset: herg_karim. (1) The compound is N#Cc1ccc(OCCN2CC3CN(CCCNS(=O)(=O)c4ccc(F)cc4)CC(C2)O3)c(F)c1. The result is 0 (non-blocker). (2) The compound is COc1ccc(OC2CN(C(=O)NC3CCN(Cc4ccn(-c5ccc(C(F)(F)F)cc5)c4)CC3)C2)cc1. The result is 1 (blocker). (3) The drug is COc1ccc(CNC(=O)c2cc(-c3cc(Cl)cc(Cl)c3)cnc2-c2cccnc2)cc1OC. The result is 1 (blocker). (4) The drug is Cc1c2c(n3c1CCCN1CC[C@H](CNc4cc-3ccc4C(N)=O)C1)CC(C)(C)CC2=O. The result is 1 (blocker). (5) The compound is CN1CCC[C@H]1Cn1nc(Cc2ccc(Cl)cc2)c2ccncc2c1=O. The result is 1 (blocker).